From a dataset of Peptide-MHC class I binding affinity with 185,985 pairs from IEDB/IMGT. Regression. Given a peptide amino acid sequence and an MHC pseudo amino acid sequence, predict their binding affinity value. This is MHC class I binding data. (1) The peptide sequence is LYTVKYPNL. The MHC is HLA-A24:02 with pseudo-sequence HLA-A24:02. The binding affinity (normalized) is 0.360. (2) The peptide sequence is RMVSLVTSF. The MHC is HLA-A24:02 with pseudo-sequence HLA-A24:02. The binding affinity (normalized) is 0.355. (3) The peptide sequence is LENDAIRIY. The MHC is HLA-B40:01 with pseudo-sequence HLA-B40:01. The binding affinity (normalized) is 0. (4) The peptide sequence is WHKVGKNV. The MHC is Mamu-A07 with pseudo-sequence Mamu-A07. The binding affinity (normalized) is 0. (5) The peptide sequence is IQKNPDGSW. The MHC is HLA-B15:17 with pseudo-sequence HLA-B15:17. The binding affinity (normalized) is 0.416. (6) The peptide sequence is KTNFQNHKG. The MHC is HLA-B40:01 with pseudo-sequence HLA-B40:01. The binding affinity (normalized) is 0.0847. (7) The peptide sequence is RAMDVYCHR. The MHC is HLA-B15:17 with pseudo-sequence HLA-B15:17. The binding affinity (normalized) is 0.0847. (8) The peptide sequence is TIMAVLFVV. The MHC is HLA-A02:17 with pseudo-sequence HLA-A02:17. The binding affinity (normalized) is 0.383. (9) The peptide sequence is AQGYKVLVL. The MHC is HLA-A11:01 with pseudo-sequence HLA-A11:01. The binding affinity (normalized) is 0.